Task: Predict the reaction yield, written as a fraction of the theoretical maximum amount of product (1.0 means a 100% yield; for example, 0.34 means a 34% yield).. Dataset: Reaction yield outcomes from USPTO patents with 853,638 reactions (1) The reactants are [CH2:1]([NH2:9])[CH2:2][C:3]1[CH:8]=[CH:7][CH:6]=[CH:5][CH:4]=1.[CH3:10][C:11]1[N:12]=[C:13]([NH:19][C:20]([C:22]2[CH:27]=[CH:26][N:25]=[CH:24][CH:23]=2)=[O:21])[S:14][C:15]=1[C:16](O)=[O:17]. No catalyst specified. The product is [CH3:10][C:11]1[N:12]=[C:13]([NH:19][C:20](=[O:21])[C:22]2[CH:27]=[CH:26][N:25]=[CH:24][CH:23]=2)[S:14][C:15]=1[C:16](=[O:17])[NH:9][CH2:1][CH2:2][C:3]1[CH:8]=[CH:7][CH:6]=[CH:5][CH:4]=1. The yield is 0.340. (2) The reactants are FC(F)(F)S(O[C:7]1[CH:8]=[CH:9][C:10]2[CH2:11][C@H:12]3[N:24]([CH2:25][CH:26]4[CH2:28][CH2:27]4)[CH2:23][CH2:22][C@:18]45[C:19]=2[C:20]=1[O:21][C@H:17]4[C:16](=[O:29])[CH2:15][CH2:14][C@@:13]35[OH:30])(=O)=O.[CH3:33][N:34](C=O)C. The catalyst is C(OCC)(=O)C.[C-]#N.[Zn+2].[C-]#N.C1C=CC([P]([Pd]([P](C2C=CC=CC=2)(C2C=CC=CC=2)C2C=CC=CC=2)([P](C2C=CC=CC=2)(C2C=CC=CC=2)C2C=CC=CC=2)[P](C2C=CC=CC=2)(C2C=CC=CC=2)C2C=CC=CC=2)(C2C=CC=CC=2)C2C=CC=CC=2)=CC=1. The product is [CH:26]1([CH2:25][N:24]2[CH2:23][CH2:22][C@:18]34[C:19]5[C:20]6[O:21][C@H:17]3[C:16](=[O:29])[CH2:15][CH2:14][C@@:13]4([OH:30])[C@H:12]2[CH2:11][C:10]=5[CH:9]=[CH:8][C:7]=6[C:33]#[N:34])[CH2:27][CH2:28]1. The yield is 0.610. (3) The reactants are C([O:5][C:6](=O)[C@@H:7]([O:9][C:10]1[CH:31]=[CH:30][C:13]2[C:14]3[N:18]([CH2:19][CH2:20][O:21][C:12]=2[CH:11]=1)[CH:17]=[C:16]([C:22]1[N:23]([CH:27]([CH3:29])[CH3:28])[N:24]=[CH:25][N:26]=1)[N:15]=3)[CH3:8])(C)(C)C.C(O)(C(F)(F)F)=O.C[N:41](C(ON1N=NC2C=CC=NC1=2)=[N+](C)C)C.F[P-](F)(F)(F)(F)F.[Cl-].[NH4+].C(N(CC)CC)C. The catalyst is C(Cl)Cl. The product is [CH:27]([N:23]1[C:22]([C:16]2[N:15]=[C:14]3[C:13]4[CH:30]=[CH:31][C:10]([O:9][C@@H:7]([CH3:8])[C:6]([NH2:41])=[O:5])=[CH:11][C:12]=4[O:21][CH2:20][CH2:19][N:18]3[CH:17]=2)=[N:26][CH:25]=[N:24]1)([CH3:29])[CH3:28]. The yield is 0.900. (4) The reactants are Br[C:2]1[S:6][CH:5]=[N:4][C:3]=1[C:7]1[NH:11][C:10]2[CH:12]=[CH:13][C:14]([CH3:16])=[CH:15][C:9]=2[N:8]=1.[C:17](=[O:19])=[O:18]. The catalyst is C1COCC1. The product is [CH3:16][C:14]1[CH:13]=[CH:12][C:10]2[NH:11][C:7]([C:3]3[N:4]=[CH:5][S:6][C:2]=3[C:17]([OH:19])=[O:18])=[N:8][C:9]=2[CH:15]=1. The yield is 0.400. (5) The reactants are [Br:1][C:2]1[CH:3]=[C:4]([CH2:7][N:8]2[C:12](=[O:13])[O:11][N:10]=[C:9]2[C:14]2[C:18]([NH:19][CH2:20][CH2:21][O:22]C)=[N:17][O:16][N:15]=2)[O:5][CH:6]=1.B(Br)(Br)Br.C(=O)(O)[O-].[Na+]. The catalyst is ClCCl.O. The product is [Br:1][C:2]1[CH:3]=[C:4]([CH2:7][N:8]2[C:12](=[O:13])[O:11][N:10]=[C:9]2[C:14]2[C:18]([NH:19][CH2:20][CH2:21][OH:22])=[N:17][O:16][N:15]=2)[O:5][CH:6]=1. The yield is 0.970. (6) The reactants are CCN(C(C)C)C(C)C.[C:10]([O:14][C:15]([NH:17][C@H:18]1[CH2:24][CH2:23][S:22][C@H:21]2[CH2:25][CH2:26][CH2:27][C@@H:28]([C:29](O)=[O:30])[N:20]2[C:19]1=[O:32])=[O:16])([CH3:13])([CH3:12])[CH3:11].[S:33]1[CH:37]=[CH:36][N:35]=[C:34]1[NH2:38].ON1C2N=CC=CC=2N=N1.C(Cl)CCl. The catalyst is CN(C=O)C. The product is [O:32]=[C:19]1[C@@H:18]([NH:17][C:15](=[O:16])[O:14][C:10]([CH3:11])([CH3:12])[CH3:13])[CH2:24][CH2:23][S:22][C@H:21]2[CH2:25][CH2:26][CH2:27][C@@H:28]([C:29](=[O:30])[NH:38][C:34]3[S:33][CH:37]=[CH:36][N:35]=3)[N:20]12. The yield is 0.510.